This data is from Reaction yield outcomes from USPTO patents with 853,638 reactions. The task is: Predict the reaction yield, written as a fraction of the theoretical maximum amount of product (1.0 means a 100% yield; for example, 0.34 means a 34% yield). (1) The reactants are ClC1C=CC2SC=C(CN3CCN(C4SC(C(O)=O)=C(C)N=4)C3=O)C=2C=1.[C:27]1([CH2:37][N:38]2[CH2:42][CH2:41][N:40]([C:43]3[S:44][C:45]([C:49]([OH:51])=O)=[C:46]([CH3:48])[N:47]=3)[C:39]2=[O:52])[C:36]2[C:31](=[CH:32][CH:33]=[CH:34][CH:35]=2)[CH:30]=[CH:29][N:28]=1.[NH2:53][CH2:54][C:55]1[CH:56]=[N:57][CH:58]=[CH:59][CH:60]=1. No catalyst specified. The product is [C:27]1([CH2:37][N:38]2[CH2:42][CH2:41][N:40]([C:43]3[S:44][C:45]([C:49]([NH:53][CH2:54][C:55]4[CH:56]=[N:57][CH:58]=[CH:59][CH:60]=4)=[O:51])=[C:46]([CH3:48])[N:47]=3)[C:39]2=[O:52])[C:36]2[C:31](=[CH:32][CH:33]=[CH:34][CH:35]=2)[CH:30]=[CH:29][N:28]=1. The yield is 0.430. (2) The reactants are [CH2:1]([O:3][C:4]([C@@:6]12[CH2:24][C@H:23]1[CH:22]=[CH:21][CH2:20][CH2:19][CH2:18][CH2:17][CH2:16][C@H:15]([NH:25][C:26]([O:28][C:29]([CH3:32])([CH3:31])[CH3:30])=[O:27])[C:14](=[O:33])[N:13]1[C@@H:9]([CH2:10][C@@H:11]([OH:34])[CH2:12]1)[C:8](=[O:35])[NH:7]2)=[O:5])[CH3:2].C1N=CN([C:41]([N:43]2[CH:47]=N[CH:45]=[CH:44]2)=[O:42])C=1.C(Cl)Cl.CO.C1[C:61]2[C:56](=[CH:57][CH:58]=C[CH:60]=2)CN1. The catalyst is C(Cl)Cl. The product is [CH2:1]([O:3][C:4]([C@@:6]12[CH2:24][C@H:23]1[CH:22]=[CH:21][CH2:20][CH2:19][CH2:18][CH2:17][CH2:16][C@H:15]([NH:25][C:26]([O:28][C:29]([CH3:31])([CH3:30])[CH3:32])=[O:27])[C:14](=[O:33])[N:13]1[C@@H:9]([CH2:10][C@@H:11]([O:34][C:41]([N:43]3[CH2:44][C:45]4[C:58](=[CH:57][CH:56]=[CH:61][CH:60]=4)[CH2:47]3)=[O:42])[CH2:12]1)[C:8](=[O:35])[NH:7]2)=[O:5])[CH3:2]. The yield is 0.900. (3) The reactants are [CH3:1][O:2][C:3]1[CH:4]=[C:5]2[C:10](=[CH:11][C:12]=1[O:13][CH3:14])[N:9]=[CH:8][CH:7]=[C:6]2[O:15][C:16]1[CH:22]=[CH:21][C:19]([NH2:20])=[CH:18][CH:17]=1.Cl[C:24](Cl)([O:26][C:27](=[O:33])OC(Cl)(Cl)Cl)Cl.O[C:36]1[CH:37]=[C:38]([CH:41]=C[CH:43]=1)[C:39]#[N:40].C(=O)(O)[O-].[Na+]. The catalyst is C(Cl)Cl.C(N(CC)CC)C.C1(C)C=CC=CC=1. The product is [CH3:1][O:2][C:3]1[CH:4]=[C:5]2[C:10](=[CH:11][C:12]=1[O:13][CH3:14])[N:9]=[CH:8][CH:7]=[C:6]2[O:15][C:16]1[CH:22]=[CH:21][C:19]([NH:20][C:27](=[O:33])[O:26][C:24]2[CH:43]=[CH:36][CH:37]=[C:38]([C:39]#[N:40])[CH:41]=2)=[CH:18][CH:17]=1. The yield is 0.0600. (4) The yield is 0.958. The catalyst is C(Cl)Cl. The product is [CH3:27][S:28]([O:18][CH:17]([C:19]1[CH:24]=[CH:23][C:22]([Cl:25])=[C:21]([F:26])[CH:20]=1)[CH2:16][O:15][Si:8]([C:11]([CH3:14])([CH3:13])[CH3:12])([CH3:10])[CH3:9])(=[O:30])=[O:29]. The reactants are C(N(CC)CC)C.[Si:8]([O:15][CH2:16][CH:17]([C:19]1[CH:24]=[CH:23][C:22]([Cl:25])=[C:21]([F:26])[CH:20]=1)[OH:18])([C:11]([CH3:14])([CH3:13])[CH3:12])([CH3:10])[CH3:9].[CH3:27][S:28](Cl)(=[O:30])=[O:29]. (5) The reactants are [CH3:1][N:2]([CH2:4][C:5]1[O:9][C:8]([CH2:10][CH2:11][C:12]2[NH:16][N:15]=[C:14]([NH2:17])[CH:13]=2)=[CH:7][CH:6]=1)[CH3:3].Cl[C:19]1[CH:24]=[CH:23][N:22]=[C:21]([NH:25][CH2:26][C:27]2[O:31][N:30]=[C:29]([CH3:32])[CH:28]=2)[N:20]=1.Cl. The catalyst is C(O)C. The product is [CH3:1][N:2]([CH2:4][C:5]1[O:9][C:8]([CH2:10][CH2:11][C:12]2[NH:16][N:15]=[C:14]([NH:17][C:19]3[CH:24]=[CH:23][N:22]=[C:21]([NH:25][CH2:26][C:27]4[O:31][N:30]=[C:29]([CH3:32])[CH:28]=4)[N:20]=3)[CH:13]=2)=[CH:7][CH:6]=1)[CH3:3]. The yield is 0.0800. (6) The reactants are C1(P(C2C=CC=CC=2)[C:24]2[CH:25]=[CH:26][C:27]3[C:22](=[CH:21][CH:20]=[CH:19]C=3)[C:23]=2C2[C:27]3[C:22](=[CH:23][CH:24]=[CH:25][CH:26]=3)[CH:21]=[CH:20][C:19]=2P(C2C=CC=CC=2)C2C=CC=CC=2)C=CC=CC=1.[CH3:47][N:48]1[CH2:53][CH2:52][NH:51][CH2:50][CH2:49]1.[C:54]([O-:57])([O-])=[O:55].[Cs+].[Cs+].[C:60]1(C)C=CC=C[CH:61]=1. The catalyst is CC([O-])=O.CC([O-])=O.[Pd+2]. The product is [CH2:60]([O:57][C:54]([CH:19]1[CH2:20][CH:21]1[C:22]1[CH:23]=[CH:24][CH:25]=[C:26]([N:51]2[CH2:52][CH2:53][N:48]([CH3:47])[CH2:49][CH2:50]2)[CH:27]=1)=[O:55])[CH3:61]. The yield is 0.630. (7) The reactants are Cl[C:2]1[C:3]2[CH:24]=[CH:23][C:22](=[O:25])[N:21]([C:26]3[C:31]([F:32])=[CH:30][CH:29]=[CH:28][C:27]=3[F:33])[C:4]=2[N:5]=[C:6]([N:8]2[CH2:13][CH2:12][CH:11]([N:14]3[CH2:19][CH2:18][CH:17]([CH3:20])[CH2:16][CH2:15]3)[CH2:10][CH2:9]2)[N:7]=1.C[C:35]1[C:40]([C:41]([OH:43])=[O:42])=[CH:39][C:38](B2OC(C)(C)C(C)(C)O2)=[CH:37][CH:36]=1.[C:53](=O)([O-])[O-].[K+].[K+]. The catalyst is O1CCOCC1.O.C1C=CC([P]([Pd]([P](C2C=CC=CC=2)(C2C=CC=CC=2)C2C=CC=CC=2)([P](C2C=CC=CC=2)(C2C=CC=CC=2)C2C=CC=CC=2)[P](C2C=CC=CC=2)(C2C=CC=CC=2)C2C=CC=CC=2)(C2C=CC=CC=2)C2C=CC=CC=2)=CC=1. The product is [F:32][C:31]1[CH:30]=[CH:29][CH:28]=[C:27]([F:33])[C:26]=1[N:21]1[C:4]2[N:5]=[C:6]([N:8]3[CH2:13][CH2:12][CH:11]([N:14]4[CH2:19][CH2:18][CH:17]([CH3:20])[CH2:16][CH2:15]4)[CH2:10][CH2:9]3)[N:7]=[C:2]([C:38]3[CH:39]=[C:40]([CH:35]=[CH:36][C:37]=3[CH3:53])[C:41]([OH:43])=[O:42])[C:3]=2[CH:24]=[CH:23][C:22]1=[O:25]. The yield is 0.680. (8) The reactants are C([O:8][C@H:9]1[CH2:13][CH2:12][CH2:11][C@@H:10]1[NH:14][C:15]1[CH:23]=[C:22]([N:24]2[C:32]3[CH2:31][C:30]([CH3:34])([CH3:33])[CH2:29][C:28](=[O:35])[C:27]=3[C:26]([CH2:36][CH3:37])=[N:25]2)[CH:21]=[CH:20][C:16]=1[C:17]([NH2:19])=[O:18])C1C=CC=CC=1. The catalyst is CO.[Pd]. The product is [CH2:36]([C:26]1[C:27]2[C:28](=[O:35])[CH2:29][C:30]([CH3:34])([CH3:33])[CH2:31][C:32]=2[N:24]([C:22]2[CH:21]=[CH:20][C:16]([C:17]([NH2:19])=[O:18])=[C:15]([NH:14][C@H:10]3[CH2:11][CH2:12][CH2:13][C@@H:9]3[OH:8])[CH:23]=2)[N:25]=1)[CH3:37]. The yield is 0.560. (9) The reactants are [CH2:1]([O:8][CH2:9][C:10]1[CH:15]=[C:14]([CH3:16])[N:13]=[C:12]([O:17][C@@H:18]([C:23]([O:36][CH3:37])([C:30]2[CH:35]=[CH:34][CH:33]=[CH:32][CH:31]=2)[C:24]2[CH:29]=[CH:28][CH:27]=[CH:26][CH:25]=2)[C:19]([O:21]C)=[O:20])[N:11]=1)[C:2]1[CH:7]=[CH:6][CH:5]=[CH:4][CH:3]=1.[OH-].[K+]. The catalyst is CO.O. The product is [CH2:1]([O:8][CH2:9][C:10]1[CH:15]=[C:14]([CH3:16])[N:13]=[C:12]([O:17][C@@H:18]([C:23]([O:36][CH3:37])([C:24]2[CH:25]=[CH:26][CH:27]=[CH:28][CH:29]=2)[C:30]2[CH:35]=[CH:34][CH:33]=[CH:32][CH:31]=2)[C:19]([OH:21])=[O:20])[N:11]=1)[C:2]1[CH:7]=[CH:6][CH:5]=[CH:4][CH:3]=1. The yield is 0.880. (10) The reactants are [OH:1][CH2:2][C:3]1[CH:11]=[CH:10][C:6]([C:7]([OH:9])=[O:8])=[CH:5][C:4]=1[N+:12]([O-:14])=[O:13].N1C=CN=C1.[C:20]([Si:24](Cl)([CH3:26])[CH3:25])([CH3:23])([CH3:22])[CH3:21].[Cl-].[NH4+].Cl. The catalyst is CN(C)C=O. The product is [Si:24]([O:1][CH2:2][C:3]1[CH:11]=[CH:10][C:6]([C:7]([OH:9])=[O:8])=[CH:5][C:4]=1[N+:12]([O-:14])=[O:13])([C:20]([CH3:23])([CH3:22])[CH3:21])([CH3:26])[CH3:25]. The yield is 0.730.